From a dataset of Forward reaction prediction with 1.9M reactions from USPTO patents (1976-2016). Predict the product of the given reaction. (1) Given the reactants COC1C=CC(C[N:8]([C:22]2[S:23][CH:24]=[CH:25][N:26]=2)[S:9]([C:12]2[CH:13]=[CH:14][C:15]3[NH:20][CH2:19][CH2:18][O:17][C:16]=3[CH:21]=2)(=[O:11])=[O:10])=CC=1.[H-].[Na+].Cl[CH2:32][C:33]([N:35]([CH2:38][CH3:39])[CH2:36][CH3:37])=[O:34], predict the reaction product. The product is: [CH2:36]([N:35]([CH2:38][CH3:39])[C:33](=[O:34])[CH2:32][N:20]1[CH2:19][CH2:18][O:17][C:16]2[CH:21]=[C:12]([S:9](=[O:10])(=[O:11])[NH:8][C:22]3[S:23][CH:24]=[CH:25][N:26]=3)[CH:13]=[CH:14][C:15]1=2)[CH3:37]. (2) The product is: [S:1]1[CH:5]=[CH:4][CH:3]=[C:2]1[C:6]1[C:15]([C:16]2[S:17][CH:18]=[CH:19][CH:20]=2)=[N:14][C:13]2[C:8](=[CH:9][CH:10]=[CH:11][C:12]=2[NH:21][C:22]2[CH:23]=[CH:24][C:25]([NH2:28])=[CH:26][CH:27]=2)[N:7]=1. Given the reactants [S:1]1[CH:5]=[CH:4][CH:3]=[C:2]1[C:6]1[C:15]([C:16]2[S:17][CH:18]=[CH:19][CH:20]=2)=[N:14][C:13]2[C:8](=[CH:9][CH:10]=[CH:11][C:12]=2[NH:21][C:22]2[CH:27]=[CH:26][C:25]([N+:28]([O-])=O)=[CH:24][CH:23]=2)[N:7]=1, predict the reaction product. (3) Given the reactants [OH:1][C:2]1[CH:11]=[C:10]2[C:5]([CH:6]([CH2:12][C:13]([O:15][CH3:16])=[O:14])[CH2:7][O:8][CH2:9]2)=[CH:4][CH:3]=1.[F:17][C:18]([F:34])([F:33])[C:19]1[CH:24]=[CH:23][C:22]([C:25]2[CH:26]=[C:27]([CH:30]=[CH:31][CH:32]=2)[CH2:28]Br)=[CH:21][CH:20]=1.C([O-])([O-])=O.[K+].[K+], predict the reaction product. The product is: [F:17][C:18]([F:33])([F:34])[C:19]1[CH:24]=[CH:23][C:22]([C:25]2[CH:26]=[C:27]([CH:30]=[CH:31][CH:32]=2)[CH2:28][O:1][C:2]2[CH:11]=[C:10]3[C:5]([CH:6]([CH2:12][C:13]([O:15][CH3:16])=[O:14])[CH2:7][O:8][CH2:9]3)=[CH:4][CH:3]=2)=[CH:21][CH:20]=1.